This data is from Forward reaction prediction with 1.9M reactions from USPTO patents (1976-2016). The task is: Predict the product of the given reaction. Given the reactants [CH:1]([NH2:3])=[O:2].[O:4]1[CH2:8][CH2:7][CH2:6][CH2:5]1.CO.[C:11](=[O:14])([O-])[O-].[K+].[K+].[C:17]1([CH3:23])[CH:22]=[CH:21][CH:20]=[CH:19][CH:18]=1.[CH3:24][CH2:25][CH2:26]CCCC, predict the reaction product. The product is: [CH2:8]([O:4][C:20]1[CH:21]=[CH:22][C:17]([C@@H:23]2[CH2:11][O:14]2)=[CH:18][C:19]=1[NH:3][CH:1]=[O:2])[C:7]1[CH:26]=[CH:25][CH:24]=[CH:5][CH:6]=1.